From a dataset of Peptide-MHC class I binding affinity with 185,985 pairs from IEDB/IMGT. Regression. Given a peptide amino acid sequence and an MHC pseudo amino acid sequence, predict their binding affinity value. This is MHC class I binding data. (1) The peptide sequence is NTCDGNTFTY. The MHC is HLA-A29:02 with pseudo-sequence HLA-A29:02. The binding affinity (normalized) is 0.0606. (2) The peptide sequence is TPIGLAPTN. The MHC is Mamu-A2201 with pseudo-sequence Mamu-A2201. The binding affinity (normalized) is 0. (3) The peptide sequence is VWKQLFPEL. The MHC is HLA-A25:01 with pseudo-sequence HLA-A25:01. The binding affinity (normalized) is 0.0847. (4) The peptide sequence is EIDVSEVKT. The MHC is HLA-A02:01 with pseudo-sequence HLA-A02:01. The binding affinity (normalized) is 0.